This data is from Forward reaction prediction with 1.9M reactions from USPTO patents (1976-2016). The task is: Predict the product of the given reaction. (1) Given the reactants C([Li])CCC.[CH3:6][O:7][C:8]1[CH:13]=[CH:12][N:11]2[N:14]=[C:15]([C:17]3[CH:22]=[CH:21][CH:20]=[CH:19][CH:18]=3)[CH:16]=[C:10]2[CH:9]=1.[CH3:23][Si:24](Cl)([CH3:26])[CH3:25].[Cl-].[NH4+], predict the reaction product. The product is: [CH3:6][O:7][C:8]1[CH:13]=[C:12]([Si:24]([CH3:26])([CH3:25])[CH3:23])[N:11]2[N:14]=[C:15]([C:17]3[CH:18]=[CH:19][CH:20]=[CH:21][CH:22]=3)[CH:16]=[C:10]2[CH:9]=1. (2) Given the reactants [CH3:1][O:2][C:3]([C:5]1[CH:6]=[C:7]2[C:11](=[CH:12][CH:13]=1)[NH:10][N:9]=[C:8]2I)=[O:4].C(=O)([O-])[O-].[Na+].[Na+].[CH2:21]([CH2:24]OC)OC, predict the reaction product. The product is: [CH3:1][O:2][C:3]([C:5]1[CH:6]=[C:7]2[C:11](=[CH:12][CH:13]=1)[NH:10][N:9]=[C:8]2[CH:21]=[CH2:24])=[O:4]. (3) Given the reactants [C:1]([O:5][C:6]([N:8]1[CH2:13][CH2:12][N:11]([C:14]2[N:19]=[C:18]([C:20]3[CH:25]=[CH:24][N:23]=[C:22]([N:26]([C:33]([O:35][C:36]([CH3:39])([CH3:38])[CH3:37])=[O:34])[CH:27]4[CH2:32][CH2:31][CH2:30][CH2:29][CH2:28]4)[CH:21]=3)[CH:17]=[C:16]([N+]([O-])=O)[CH:15]=2)[CH2:10][CH2:9]1)=[O:7])([CH3:4])([CH3:3])[CH3:2].[OH-].[K+].CS(C)=[O:47], predict the reaction product. The product is: [C:1]([O:5][C:6]([N:8]1[CH2:13][CH2:12][N:11]([C:14]2[N:19]=[C:18]([C:20]3[CH:25]=[CH:24][N:23]=[C:22]([N:26]([C:33]([O:35][C:36]([CH3:39])([CH3:37])[CH3:38])=[O:34])[CH:27]4[CH2:32][CH2:31][CH2:30][CH2:29][CH2:28]4)[CH:21]=3)[CH:17]=[C:16]([OH:47])[CH:15]=2)[CH2:10][CH2:9]1)=[O:7])([CH3:3])([CH3:4])[CH3:2]. (4) Given the reactants CO.[OH-].[Na+].C[O:6][C:7]([C:9]1[CH:10]=[C:11]2[C:16](=[CH:17][C:18]=1[O:19][CH3:20])[N:15]=[CH:14][CH:13]=[C:12]2[O:21][C:22]1[CH:27]=[CH:26][C:25]([NH:28][C:29]([NH:31][C:32]2[CH:37]=[CH:36][C:35]([F:38])=[CH:34][CH:33]=2)=[O:30])=[CH:24][CH:23]=1)=[O:8].Cl, predict the reaction product. The product is: [F:38][C:35]1[CH:34]=[CH:33][C:32]([NH:31][C:29]([NH:28][C:25]2[CH:26]=[CH:27][C:22]([O:21][C:12]3[C:11]4[C:16](=[CH:17][C:18]([O:19][CH3:20])=[C:9]([C:7]([OH:8])=[O:6])[CH:10]=4)[N:15]=[CH:14][CH:13]=3)=[CH:23][CH:24]=2)=[O:30])=[CH:37][CH:36]=1. (5) Given the reactants [CH2:1]([O:4][C:5]1[C:6](C=C)=[C:7]([CH:21]2[C@H:26]([O:27][CH2:28][C:29]3[CH:34]=[CH:33][CH:32]=[CH:31][CH:30]=3)[C@@H:25]([O:35][CH2:36][C:37]3[CH:42]=[CH:41][CH:40]=[CH:39][CH:38]=3)[C@H:24]([O:43][CH2:44][C:45]3[CH:50]=[CH:49][CH:48]=[CH:47][CH:46]=3)[C@@H:23]([CH2:51][O:52][CH2:53][C:54]3[CH:59]=[CH:58][CH:57]=[CH:56][CH:55]=3)[O:22]2)[CH:8]=[C:9]([CH2:12][C:13]2[CH:18]=[CH:17][C:16]([CH2:19][CH3:20])=[CH:15][CH:14]=2)[C:10]=1[Cl:11])[CH:2]=[CH2:3], predict the reaction product. The product is: [Cl:11][C:10]1[C:9]([CH2:12][C:13]2[CH:14]=[CH:15][C:16]([CH2:19][CH3:20])=[CH:17][CH:18]=2)=[CH:8][C:7]([CH:21]2[C@H:26]([O:27][CH2:28][C:29]3[CH:30]=[CH:31][CH:32]=[CH:33][CH:34]=3)[C@@H:25]([O:35][CH2:36][C:37]3[CH:38]=[CH:39][CH:40]=[CH:41][CH:42]=3)[C@H:24]([O:43][CH2:44][C:45]3[CH:50]=[CH:49][CH:48]=[CH:47][CH:46]=3)[C@@H:23]([CH2:51][O:52][CH2:53][C:54]3[CH:55]=[CH:56][CH:57]=[CH:58][CH:59]=3)[O:22]2)=[C:6]2[C:5]=1[O:4][CH2:1][CH:2]=[CH:3]2. (6) Given the reactants [CH2:1](I)[CH3:2].[NH2:4][N:5]1[C@H:10]([C:11]2[CH:16]=[CH:15][C:14]([Cl:17])=[CH:13][CH:12]=2)[C@@H:9]([C:18]2[CH:23]=[CH:22][CH:21]=[C:20]([Cl:24])[CH:19]=2)[CH2:8][C@@:7]([CH2:26][C:27]([O:29][CH3:30])=[O:28])([CH3:25])[C:6]1=[O:31].[CH3:32][CH2:33]N(C(C)C)C(C)C, predict the reaction product. The product is: [Cl:24][C:20]1[CH:19]=[C:18]([C@@H:9]2[C@@H:10]([C:11]3[CH:16]=[CH:15][C:14]([Cl:17])=[CH:13][CH:12]=3)[N:5]([N:4]([CH2:1][CH3:2])[CH2:32][CH3:33])[C:6](=[O:31])[C@:7]([CH2:26][C:27]([O:29][CH3:30])=[O:28])([CH3:25])[CH2:8]2)[CH:23]=[CH:22][CH:21]=1. (7) Given the reactants [CH3:1][C:2]1[C:7]2[N:8]=[C:9]([C:11]3[CH:16]=[CH:15][C:14]([O:17][CH3:18])=[CH:13][CH:12]=3)[S:10][C:6]=2[CH:5]=[C:4]([O:19][CH3:20])[CH:3]=1.[Br:21]N1C(=O)CCC1=O, predict the reaction product. The product is: [Br:21][CH2:1][C:2]1[C:7]2[N:8]=[C:9]([C:11]3[CH:16]=[CH:15][C:14]([O:17][CH3:18])=[CH:13][CH:12]=3)[S:10][C:6]=2[CH:5]=[C:4]([O:19][CH3:20])[CH:3]=1. (8) Given the reactants [Cl:1][C:2]1[CH:3]=[CH:4][C:5]2[NH:11][C:10](=S)[C@@H:9]([CH2:13][C:14]([O:16][CH3:17])=[O:15])[S:8][C@H:7]([C:18]3[CH:23]=[CH:22][CH:21]=[C:20]([O:24][CH3:25])[C:19]=3[O:26][CH3:27])[C:6]=2[CH:28]=1.[C:29]([NH:32][NH2:33])(=[O:31])[CH3:30], predict the reaction product. The product is: [C:29]([NH:32][N:33]=[C:10]1[C@@H:9]([CH2:13][C:14]([O:16][CH3:17])=[O:15])[S:8][C@H:7]([C:18]2[CH:23]=[CH:22][CH:21]=[C:20]([O:24][CH3:25])[C:19]=2[O:26][CH3:27])[C:6]2[CH:28]=[C:2]([Cl:1])[CH:3]=[CH:4][C:5]=2[NH:11]1)(=[O:31])[CH3:30]. (9) Given the reactants Cl[CH:2]([C:4]1[C:5]([O:24][CH3:25])=[C:6]([CH:13]2[CH2:16][N:15]([C:17]([O:19][C:20]([CH3:23])([CH3:22])[CH3:21])=[O:18])[CH2:14]2)[C:7]([C:11]#[N:12])=[C:8]([CH3:10])[CH:9]=1)[CH3:3].C(=O)([O-])[O-].[Cs+].[Cs+].[CH3:32][C:33]1[C:41]2[C:36](=[N:37][CH:38]=[N:39][C:40]=2[NH2:42])[NH:35][N:34]=1, predict the reaction product. The product is: [NH2:42][C:40]1[N:39]=[CH:38][N:37]=[C:36]2[N:35]([CH:2]([C:4]3[C:5]([O:24][CH3:25])=[C:6]([CH:13]4[CH2:16][N:15]([C:17]([O:19][C:20]([CH3:23])([CH3:22])[CH3:21])=[O:18])[CH2:14]4)[C:7]([C:11]#[N:12])=[C:8]([CH3:10])[CH:9]=3)[CH3:3])[N:34]=[C:33]([CH3:32])[C:41]=12. (10) Given the reactants FC(F)(F)C(O)=O.[NH2:8][C:9]1[C:14]([C:15]([C:17]2[CH:22]=[C:21]([F:23])[CH:20]=[CH:19][C:18]=2[O:24][CH3:25])=[O:16])=[CH:13][N:12]=[C:11]([NH:26][CH:27]2[CH2:32][CH2:31][NH:30][CH2:29][CH2:28]2)[N:10]=1.[C:33](Cl)(=[O:36])[CH2:34][CH3:35], predict the reaction product. The product is: [NH2:8][C:9]1[C:14]([C:15](=[O:16])[C:17]2[CH:22]=[C:21]([F:23])[CH:20]=[CH:19][C:18]=2[O:24][CH3:25])=[CH:13][N:12]=[C:11]([NH:26][CH:27]2[CH2:28][CH2:29][N:30]([C:33](=[O:36])[CH2:34][CH3:35])[CH2:31][CH2:32]2)[N:10]=1.